This data is from Forward reaction prediction with 1.9M reactions from USPTO patents (1976-2016). The task is: Predict the product of the given reaction. (1) The product is: [CH2:46]([O:53][CH2:54][CH2:55][NH:56][C:13]1[CH:12]=[C:11]([CH3:19])[N:10]=[C:9]([Cl:8])[C:14]=1[N+:15]([O-:17])=[O:16])[C:47]1[CH:52]=[CH:51][CH:50]=[CH:49][CH:48]=1. Given the reactants C(N(CC)CC)C.[Cl:8][C:9]1[C:14]([N+:15]([O-:17])=[O:16])=[C:13](Cl)[CH:12]=[C:11]([CH3:19])[N:10]=1.OC1C([N+]([O-])=O)=C(O)C=C(C)N=1.OC1C([N+]([O-])=O)=C(O)C(C)=C(C)N=1.Cl.[CH2:46]([O:53][CH2:54][CH2:55][NH2:56])[C:47]1[CH:52]=[CH:51][CH:50]=[CH:49][CH:48]=1, predict the reaction product. (2) Given the reactants [Cl:1][C:2]1[N:7]=[C:6](Cl)[CH:5]=[CH:4][N:3]=1.[F:9][C:10]1[CH:11]=[CH:12][C:13]([OH:37])=[C:14]([CH:36]=1)[CH2:15][NH:16][C:17]([NH:19][C:20]1[N:24]([C:25]2[CH:30]=[CH:29][C:28]([CH3:31])=[CH:27][CH:26]=2)[N:23]=[C:22]([C:32]([CH3:35])([CH3:34])[CH3:33])[CH:21]=1)=[O:18].[OH-].[Na+].[Cl-].[NH4+], predict the reaction product. The product is: [Cl:1][C:2]1[N:7]=[C:6]([O:37][C:13]2[CH:12]=[CH:11][C:10]([F:9])=[CH:36][C:14]=2[CH2:15][NH:16][C:17]([NH:19][C:20]2[N:24]([C:25]3[CH:26]=[CH:27][C:28]([CH3:31])=[CH:29][CH:30]=3)[N:23]=[C:22]([C:32]([CH3:34])([CH3:35])[CH3:33])[CH:21]=2)=[O:18])[CH:5]=[CH:4][N:3]=1.